From a dataset of Reaction yield outcomes from USPTO patents with 853,638 reactions. Predict the reaction yield, written as a fraction of the theoretical maximum amount of product (1.0 means a 100% yield; for example, 0.34 means a 34% yield). The reactants are [CH3:1][O:2][C:3]1[CH:8]=[C:7]([O:9][CH3:10])[CH:6]=[CH:5][C:4]=1Br.[Li]CCCC.CON(C)[C:20](=[O:34])[CH2:21][N:22]([CH3:33])[C:23]1[CH:32]=[CH:31][C:26]([C:27]([O:29][CH3:30])=[O:28])=[CH:25][CH:24]=1. The catalyst is C1COCC1. The product is [CH3:1][O:2][C:3]1[CH:8]=[C:7]([O:9][CH3:10])[CH:6]=[CH:5][C:4]=1[C:20](=[O:34])[CH2:21][N:22]([CH3:33])[C:23]1[CH:24]=[CH:25][C:26]([C:27]([O:29][CH3:30])=[O:28])=[CH:31][CH:32]=1. The yield is 0.220.